From a dataset of Full USPTO retrosynthesis dataset with 1.9M reactions from patents (1976-2016). Predict the reactants needed to synthesize the given product. (1) Given the product [NH2:1][CH2:2][CH:3]1[N:8]2[N:9]=[C:10]([C:14]3[CH:19]=[CH:18][C:17]([O:20][C:21]4[CH:26]=[CH:25][CH:24]=[CH:23][CH:22]=4)=[CH:16][CH:15]=3)[C:11]([C:12]#[N:13])=[C:7]2[NH:6][CH2:5][CH2:4]1, predict the reactants needed to synthesize it. The reactants are: [NH2:1][CH2:2][C:3]1[N:8]2[N:9]=[C:10]([C:14]3[CH:19]=[CH:18][C:17]([O:20][C:21]4[CH:26]=[CH:25][CH:24]=[CH:23][CH:22]=4)=[CH:16][CH:15]=3)[C:11]([C:12]#[N:13])=[C:7]2[N:6]=[CH:5][CH:4]=1.[BH4-].[Na+]. (2) Given the product [OH:1][CH2:2][CH2:3][CH2:4][CH2:5][CH2:6][C:7]1[CH:8]=[C:9]([CH2:13][CH2:14][CH2:15][CH2:16][CH2:17][OH:18])[CH:10]=[CH:11][CH:12]=1, predict the reactants needed to synthesize it. The reactants are: [OH:1][CH2:2][CH2:3][CH2:4][C:5]#[C:6][C:7]1[CH:8]=[C:9]([C:13]#[C:14][CH2:15][CH2:16][CH2:17][OH:18])[CH:10]=[CH:11][CH:12]=1. (3) Given the product [S:8]1[CH:9]=[CH:10][N:11]=[C:7]1[C:19]1([OH:22])[CH2:20][CH2:21][C:16]2([O:15][CH2:14][CH2:13][O:12]2)[CH2:17][CH2:18]1, predict the reactants needed to synthesize it. The reactants are: C([Li])CCC.Br[C:7]1[S:8][CH:9]=[CH:10][N:11]=1.[O:12]1[C:16]2([CH2:21][CH2:20][C:19](=[O:22])[CH2:18][CH2:17]2)[O:15][CH2:14][CH2:13]1. (4) Given the product [NH:10]1[C:11]2[C:7](=[CH:6][C:5]([C:1]#[N:2])=[CH:13][CH:12]=2)[CH:8]=[CH:9]1, predict the reactants needed to synthesize it. The reactants are: [C:1]([Cu])#[N:2].Br[C:5]1[CH:6]=[C:7]2[C:11](=[CH:12][CH:13]=1)[NH:10][CH:9]=[CH:8]2. (5) Given the product [ClH:7].[C:8]1([C@H:14]([CH3:26])[C:15]([NH:17][NH2:18])=[O:16])[CH:13]=[CH:12][CH:11]=[CH:10][CH:9]=1, predict the reactants needed to synthesize it. The reactants are: C(OCC)(=O)C.[ClH:7].[C:8]1([C@H:14]([CH3:26])[C:15]([NH:17][NH:18]C(OC(C)(C)C)=O)=[O:16])[CH:13]=[CH:12][CH:11]=[CH:10][CH:9]=1.C(OCC)C. (6) Given the product [C:1]1(/[CH:22]=[CH:23]/[C:24]2[CH:29]=[CH:28][CH:27]=[CH:26][CH:25]=2)[CH:12]=[CH:13][CH:4]=[CH:3][CH:2]=1.[Br:21]/[CH:22]=[CH:23]/[C:24]1[CH:29]=[CH:28][CH:27]=[CH:26][CH:25]=1, predict the reactants needed to synthesize it. The reactants are: [C:1](F)(F)([C:12](F)(F)[C:13](F)(F)F)[C:2](F)(F)[C:3](F)(F)[C:4](F)(F)F.[Br:21]/[CH:22]=[CH:23]/[C:24]1[CH:29]=[CH:28][CH:27]=[CH:26][CH:25]=1.C1([Zn]I)C=CC=CC=1.